This data is from CYP2C9 inhibition data for predicting drug metabolism from PubChem BioAssay. The task is: Regression/Classification. Given a drug SMILES string, predict its absorption, distribution, metabolism, or excretion properties. Task type varies by dataset: regression for continuous measurements (e.g., permeability, clearance, half-life) or binary classification for categorical outcomes (e.g., BBB penetration, CYP inhibition). Dataset: cyp2c9_veith. The compound is C[C@@H]1Cc2cc3c(cc2C(c2ccc(N)cc2)=NN1)OCO3. The result is 1 (inhibitor).